Predict the product of the given reaction. From a dataset of Forward reaction prediction with 1.9M reactions from USPTO patents (1976-2016). Given the reactants [CH:1]1([C:6]2[CH:15]=[C:14]3[C:9]([C@@H:10]([OH:18])[CH2:11][C:12]([CH3:17])([CH3:16])[O:13]3)=[C:8]([C:19]3[CH:24]=[CH:23][C:22]([F:25])=[CH:21][CH:20]=3)[C:7]=2[C:26]([C:28]2[CH:33]=[CH:32][C:31]([C:34]([F:37])([F:36])[F:35])=[CH:30][CH:29]=2)=[O:27])[CH2:5][CH2:4][CH2:3][CH2:2]1.CC1C=CC=C(C)N=1.FC(F)(F)S(O[Si:52]([C:55]([CH3:58])([CH3:57])[CH3:56])([CH3:54])[CH3:53])(=O)=O.Cl, predict the reaction product. The product is: [Si:52]([O:18][C@@H:10]1[C:9]2[C:14](=[CH:15][C:6]([CH:1]3[CH2:2][CH2:3][CH2:4][CH2:5]3)=[C:7]([C:26]([C:28]3[CH:33]=[CH:32][C:31]([C:34]([F:36])([F:37])[F:35])=[CH:30][CH:29]=3)=[O:27])[C:8]=2[C:19]2[CH:24]=[CH:23][C:22]([F:25])=[CH:21][CH:20]=2)[O:13][C:12]([CH3:16])([CH3:17])[CH2:11]1)([C:55]([CH3:58])([CH3:57])[CH3:56])([CH3:54])[CH3:53].